The task is: Predict the reaction yield, written as a fraction of the theoretical maximum amount of product (1.0 means a 100% yield; for example, 0.34 means a 34% yield).. This data is from Reaction yield outcomes from USPTO patents with 853,638 reactions. (1) The reactants are [H-].[Na+].[CH3:3][O:4][C:5](=[O:25])[CH:6]([C:18]1[CH:23]=[CH:22][C:21]([OH:24])=[CH:20][CH:19]=1)[CH2:7][C:8]1[CH:13]=[C:12]([O:14][CH3:15])[CH:11]=[C:10]([O:16][CH3:17])[CH:9]=1.F[C:27]1[CH:34]=[CH:33][C:30]([CH:31]=[O:32])=[CH:29][CH:28]=1.O. The catalyst is CN(C=O)C. The product is [CH3:3][O:4][C:5](=[O:25])[CH:6]([C:18]1[CH:19]=[CH:20][C:21]([O:24][C:27]2[CH:34]=[CH:33][C:30]([CH:31]=[O:32])=[CH:29][CH:28]=2)=[CH:22][CH:23]=1)[CH2:7][C:8]1[CH:9]=[C:10]([O:16][CH3:17])[CH:11]=[C:12]([O:14][CH3:15])[CH:13]=1. The yield is 0.690. (2) The reactants are Cl[C:2]1[CH:7]=[CH:6][CH:5]=[C:4]([Cl:8])[N:3]=1.[NH:9]1[CH2:14][CH2:13][CH:12]([C:15]([O:17][CH3:18])=[O:16])[CH2:11][CH2:10]1.CCN(C(C)C)C(C)C. The catalyst is CN(C=O)C. The product is [Cl:8][C:4]1[N:3]=[C:2]([N:9]2[CH2:14][CH2:13][CH:12]([C:15]([O:17][CH3:18])=[O:16])[CH2:11][CH2:10]2)[CH:7]=[CH:6][CH:5]=1. The yield is 0.100. (3) The reactants are [F:1][C:2]([F:34])([F:33])[C:3]1[CH:32]=[CH:31][C:6]([CH2:7][O:8][C:9]([N:11]2[CH2:16][CH2:15][CH2:14][CH:13]([C:17]3[CH:22]=[CH:21][C:20]([CH3:23])=[C:19]([NH:24][CH2:25][C:26]([O:28]CC)=[O:27])[CH:18]=3)[CH2:12]2)=[O:10])=[CH:5][CH:4]=1.C(=O)([O-])[O-].[K+].[K+].CO. The catalyst is O. The product is [F:33][C:2]([F:1])([F:34])[C:3]1[CH:32]=[CH:31][C:6]([CH2:7][O:8][C:9]([N:11]2[CH2:16][CH2:15][CH2:14][CH:13]([C:17]3[CH:22]=[CH:21][C:20]([CH3:23])=[C:19]([NH:24][CH2:25][C:26]([OH:28])=[O:27])[CH:18]=3)[CH2:12]2)=[O:10])=[CH:5][CH:4]=1. The yield is 0.990. (4) The reactants are Br.C([O:4][C:5]([C:7]1[C:16](=[O:17])[C:15]2[C:10](=[C:11]([O:20]C)[C:12]([F:19])=[C:13]([F:18])[CH:14]=2)[N:9]([CH2:22][CH3:23])[CH:8]=1)=[O:6])C.O. The catalyst is CC(O)=O. The product is [CH2:22]([N:9]1[C:10]2[C:15](=[CH:14][C:13]([F:18])=[C:12]([F:19])[C:11]=2[OH:20])[C:16](=[O:17])[C:7]([C:5]([OH:6])=[O:4])=[CH:8]1)[CH3:23]. The yield is 0.790. (5) The reactants are [CH3:1][O:2][C:3]1[CH:4]=[C:5]([NH:13][C:14]2[CH:19]=[N:18][CH:17]=[C:16](Cl)[N:15]=2)[CH:6]=[C:7]([O:11][CH3:12])[C:8]=1[O:9][CH3:10].[CH:21]1[CH:26]=[C:25]2[CH:27]=[CH:28][CH:29]=[C:30]([SH:31])[C:24]2=[CH:23][CH:22]=1. No catalyst specified. The product is [C:30]1([S:31][C:16]2[N:15]=[C:14]([NH:13][C:5]3[CH:4]=[C:3]([O:2][CH3:1])[C:8]([O:9][CH3:10])=[C:7]([O:11][CH3:12])[CH:6]=3)[CH:19]=[N:18][CH:17]=2)[C:24]2[C:25](=[CH:26][CH:21]=[CH:22][CH:23]=2)[CH:27]=[CH:28][CH:29]=1. The yield is 0.320. (6) The reactants are [C:1]([C:3]1[CH:4]=[C:5]([CH:9]=[CH:10][CH:11]=1)[C:6](Cl)=[O:7])#[N:2].CO.[NH2:14][NH2:15]. The catalyst is C(Cl)Cl. The product is [C:1]([C:3]1[CH:4]=[C:5]([CH:9]=[CH:10][CH:11]=1)[C:6]([NH:14][NH2:15])=[O:7])#[N:2]. The yield is 0.390. (7) The reactants are [C:1]1([C@H:7]([CH2:9][OH:10])[NH2:8])[CH:6]=[CH:5][CH:4]=[CH:3][CH:2]=1.[CH3:11][CH:12]([CH3:20])[C:13](=O)[C:14](OCC)=[O:15]. The catalyst is C(O)C(F)(F)F. The product is [CH:12]([C:13]1[C:14](=[O:15])[O:10][CH2:9][C@@H:7]([C:1]2[CH:6]=[CH:5][CH:4]=[CH:3][CH:2]=2)[N:8]=1)([CH3:20])[CH3:11]. The yield is 0.360. (8) The reactants are [OH:1][C:2]1[CH:3]=[C:4]([CH:14]=[C:15]([O:17][C@@H:18]([CH3:22])[CH2:19][O:20][CH3:21])[CH:16]=1)[C:5]([NH:7][C:8]1[CH:12]=[CH:11][N:10]([CH3:13])[N:9]=1)=[O:6].C(=O)([O-])[O-].[K+].[K+].[Cl:29][C:30]1[CH:31]=[C:32]([S:37]([N:40]([CH3:42])[CH3:41])(=[O:39])=[O:38])[CH:33]=[CH:34][C:35]=1F. The catalyst is C(#N)C. The product is [Cl:29][C:30]1[CH:31]=[C:32]([S:37]([N:40]([CH3:42])[CH3:41])(=[O:39])=[O:38])[CH:33]=[CH:34][C:35]=1[O:1][C:2]1[CH:3]=[C:4]([CH:14]=[C:15]([O:17][C@@H:18]([CH3:22])[CH2:19][O:20][CH3:21])[CH:16]=1)[C:5]([NH:7][C:8]1[CH:12]=[CH:11][N:10]([CH3:13])[N:9]=1)=[O:6]. The yield is 0.980.